Regression/Classification. Given a drug SMILES string, predict its absorption, distribution, metabolism, or excretion properties. Task type varies by dataset: regression for continuous measurements (e.g., permeability, clearance, half-life) or binary classification for categorical outcomes (e.g., BBB penetration, CYP inhibition). For this dataset (solubility_aqsoldb), we predict Y. From a dataset of Aqueous solubility values for 9,982 compounds from the AqSolDB database. The compound is CCC(C)N. The Y is 0.185 log mol/L.